From a dataset of Forward reaction prediction with 1.9M reactions from USPTO patents (1976-2016). Predict the product of the given reaction. (1) The product is: [CH3:1][O:2][CH2:3][C@@H:4]([S:6]([C:9]1[CH:27]=[CH:26][C:25]([NH2:28])=[CH:24][C:10]=1[CH2:11][NH:12][CH3:13])(=[O:7])=[O:8])[CH3:5]. Given the reactants [CH3:1][O:2][CH2:3][C@@H:4]([S:6]([C:9]1[CH:27]=[CH:26][C:25]([N+:28]([O-])=O)=[CH:24][C:10]=1[CH2:11][N:12](C)[C:13](=O)OCC1C=CC=CC=1)(=[O:8])=[O:7])[CH3:5], predict the reaction product. (2) Given the reactants [CH:1]1([CH2:4][N:5]2[C:13]3[CH:12]=[CH:11][C:10]([C:14]([N:16]4[CH2:21][CH2:20][CH:19]([CH3:22])[CH2:18][CH2:17]4)=[O:15])=[CH:9][C:8]=3[C:7]3[CH2:23][N:24](C(OC(C)(C)C)=O)[CH2:25][CH2:26][C:6]2=3)[CH2:3][CH2:2]1.[ClH:34], predict the reaction product. The product is: [CH:1]1([CH2:4][N:5]2[C:13]3[CH:12]=[CH:11][C:10]([C:14]([N:16]4[CH2:21][CH2:20][CH:19]([CH3:22])[CH2:18][CH2:17]4)=[O:15])=[CH:9][C:8]=3[C:7]3[CH2:23][NH:24][CH2:25][CH2:26][C:6]2=3)[CH2:3][CH2:2]1.[ClH:34]. (3) Given the reactants [CH2:1]([CH:3]([C:6]1[C:14]2[NH:13][C:12](=[O:15])[N:11]([C:16]([O:18][C:19]([CH3:22])([CH3:21])[CH3:20])=[O:17])[C:10]=2[CH:9]=[CH:8][CH:7]=1)[CH2:4][CH3:5])[CH3:2].C(=O)([O-])[O-].[K+].[K+].Br[CH2:30][C:31]([O:33][CH:34]([CH3:36])[CH3:35])=[O:32], predict the reaction product. The product is: [CH2:1]([CH:3]([C:6]1[C:14]2[N:13]([CH2:30][C:31]([O:33][CH:34]([CH3:36])[CH3:35])=[O:32])[C:12](=[O:15])[N:11]([C:16]([O:18][C:19]([CH3:20])([CH3:22])[CH3:21])=[O:17])[C:10]=2[CH:9]=[CH:8][CH:7]=1)[CH2:4][CH3:5])[CH3:2]. (4) Given the reactants [Cl:1][C:2]1[CH:3]=[C:4]2[C:10](B3OC(C)(C)C(C)(C)O3)=[CH:9][N:8]([S:20]([C:23]3[CH:28]=[CH:27][C:26]([CH3:29])=[CH:25][CH:24]=3)(=[O:22])=[O:21])[C:5]2=[N:6][CH:7]=1.Cl[C:31]1[N:36]=[C:35]([NH:37][C@H:38]2[CH2:42][CH2:41][N:40]([C:43]([O:45][C:46]([CH3:49])([CH3:48])[CH3:47])=[O:44])[CH2:39]2)[C:34]([F:50])=[CH:33][N:32]=1, predict the reaction product. The product is: [Cl:1][C:2]1[CH:3]=[C:4]2[C:10]([C:31]3[N:36]=[C:35]([NH:37][C@H:38]4[CH2:42][CH2:41][N:40]([C:43]([O:45][C:46]([CH3:48])([CH3:47])[CH3:49])=[O:44])[CH2:39]4)[C:34]([F:50])=[CH:33][N:32]=3)=[CH:9][N:8]([S:20]([C:23]3[CH:24]=[CH:25][C:26]([CH3:29])=[CH:27][CH:28]=3)(=[O:21])=[O:22])[C:5]2=[N:6][CH:7]=1. (5) Given the reactants [S-:1][C:2]#[N:3].[K+].[NH2:5][C:6]1[CH:7]=[CH:8][C:9]([O:12][C:13]2[CH:14]=[C:15]([NH:20][C:21](=[O:33])[C:22]3[CH:27]=[CH:26][CH:25]=[C:24]([C:28]([C:31]#[N:32])([CH3:30])[CH3:29])[CH:23]=3)[CH:16]=[CH:17][C:18]=2[Cl:19])=[N:10][CH:11]=1.BrBr, predict the reaction product. The product is: [NH2:3][C:2]1[S:1][C:11]2[C:6]([N:5]=1)=[CH:7][CH:8]=[C:9]([O:12][C:13]1[CH:14]=[C:15]([NH:20][C:21](=[O:33])[C:22]3[CH:27]=[CH:26][CH:25]=[C:24]([C:28]([C:31]#[N:32])([CH3:29])[CH3:30])[CH:23]=3)[CH:16]=[CH:17][C:18]=1[Cl:19])[N:10]=2. (6) Given the reactants C(OC([N:8]1[CH2:13][CH2:12][N:11]([CH2:14][C:15]2[CH:20]=[CH:19][CH:18]=[CH:17][C:16]=2[C:21]2[CH:26]=[CH:25][CH:24]=[CH:23][CH:22]=2)[CH2:10][CH2:9]1)=O)(C)(C)C.C(O)(C(F)(F)F)=O, predict the reaction product. The product is: [C:16]1([C:21]2[CH:26]=[CH:25][CH:24]=[CH:23][CH:22]=2)[CH:17]=[CH:18][CH:19]=[CH:20][C:15]=1[CH2:14][N:11]1[CH2:10][CH2:9][NH:8][CH2:13][CH2:12]1. (7) Given the reactants C(OC(=O)[N:7]([CH2:20][C:21]1[CH:26]=[CH:25][CH:24]=[C:23]([Cl:27])[CH:22]=1)[C:8]1[N:13]=[C:12]([N:14]2[CH2:19][CH2:18][NH:17][CH2:16][CH2:15]2)[CH:11]=[N:10][CH:9]=1)(C)(C)C.Cl.O1CCOCC1.Cl, predict the reaction product. The product is: [Cl:27][C:23]1[CH:22]=[C:21]([CH:26]=[CH:25][CH:24]=1)[CH2:20][NH:7][C:8]1[N:13]=[C:12]([N:14]2[CH2:15][CH2:16][NH:17][CH2:18][CH2:19]2)[CH:11]=[N:10][CH:9]=1.